Dataset: Forward reaction prediction with 1.9M reactions from USPTO patents (1976-2016). Task: Predict the product of the given reaction. (1) Given the reactants Br[C:2]1[CH:7]=[CH:6][C:5](Br)=[CH:4][N:3]=1.[C:9]([NH:19][CH2:20][C:21]#[CH:22])([O:11][CH2:12][C:13]1[CH:18]=[CH:17][CH:16]=[CH:15][CH:14]=1)=[O:10], predict the reaction product. The product is: [CH2:12]([O:11][C:9]([NH:19][CH2:20][C:21]#[C:22][C:5]1[CH:6]=[CH:7][C:2]([C:22]#[C:21][CH2:20][NH:19][C:9](=[O:10])[O:11][CH2:12][C:13]2[CH:18]=[CH:17][CH:16]=[CH:15][CH:14]=2)=[N:3][CH:4]=1)=[O:10])[C:13]1[CH:14]=[CH:15][CH:16]=[CH:17][CH:18]=1. (2) Given the reactants [CH3:1][CH:2]([O:4][CH:5]1[CH2:14][CH2:13][C:8]2(OCC[O:9]2)[CH2:7][CH2:6]1)[CH3:3].Cl.O, predict the reaction product. The product is: [CH3:3][CH:2]([O:4][CH:5]1[CH2:14][CH2:13][C:8](=[O:9])[CH2:7][CH2:6]1)[CH3:1]. (3) Given the reactants [CH3:1][C:2]1[CH:7]=[CH:6][N:5]=[CH:4][C:3]=1[N:8]1[CH2:12][CH2:11][NH:10][C:9]1=[O:13].I[C:15]1[CH:16]=[CH:17][C:18]2[S:22][CH:21]=[N:20][C:19]=2[CH:23]=1.N[C@@H]1CCCC[C@H]1N.P([O-])([O-])([O-])=O.[K+].[K+].[K+], predict the reaction product. The product is: [S:22]1[C:18]2[CH:17]=[CH:16][C:15]([N:10]3[CH2:11][CH2:12][N:8]([C:3]4[CH:4]=[N:5][CH:6]=[CH:7][C:2]=4[CH3:1])[C:9]3=[O:13])=[CH:23][C:19]=2[N:20]=[CH:21]1.